Dataset: Experimentally validated miRNA-target interactions with 360,000+ pairs, plus equal number of negative samples. Task: Binary Classification. Given a miRNA mature sequence and a target amino acid sequence, predict their likelihood of interaction. (1) The miRNA is hsa-miR-1343-3p with sequence CUCCUGGGGCCCGCACUCUCGC. The protein sequence of the target gene is MESTLGAGIVIAEALQNQLAWLENVWLWITFLGDPKILFLFYFPAAYYASRRVGIAVLWISLITEWLNLIFKWFLFGDRPFWWVHESGYYSQAPAQVHQFPSSCETGPGSPSGHCMITGAALWPIMTALSSQVATRARSRWVRVMPSLAYCTFLLAVGLSRIFILAHFPHQVLAGLITGAVLGWLMTPRVPMERELSFYGLTALALMLGTSLIYWTLFTLGLDLSWSISLAFKWCERPEWIHVDSRPFASLSRDSGAALGLGIALHSPCYAQVRRAQLGNGQKIACLVLAMGLLGPLDWL.... Result: 0 (no interaction). (2) The miRNA is hsa-miR-8089 with sequence CCUGGGGACAGGGGAUUGGGGCAG. The protein sequence of the target gene is MSGMGENTSDPSRAETRKRKECPDQLGPSPKRSTEKRNREQENKYIEELAELIFANFNDIDNFNFKPDKCAILKETVKQIRQIKEQEKAAAANIDEVQKSDVSSTGQGVIDKDALGPMMLEALDGFFFVVNLEGSVVFVSENVTQYLRYNQEELMNKSVYSILHVGDHTEFVKNLLPKSMVNGGSWSGEPPRRSSHTFNCRMLVKPLPDSEEEGHDSQEAHQKYEAMQCFAVSQPKSIKEEGEDLQSCLICVARRVPMKERPTLPSSESFTTRQDLQGKITSLDTSTMRAAMKPGWEDLV.... Result: 0 (no interaction).